The task is: Binary Classification. Given a drug SMILES string, predict its activity (active/inactive) in a high-throughput screening assay against a specified biological target.. This data is from Choline transporter screen with 302,306 compounds. (1) The compound is s1c2c(c(c1C(OC)=O)C(OC)=O)cc(cc2)C. The result is 0 (inactive). (2) The molecule is N(c1ccccc1)(c1ccccc1)c1nc(nc(n1)C#N)N. The result is 0 (inactive). (3) The drug is Clc1cc(N2CCN(C(C(=O)N3CC(OC(C3)C)C)C)CC2)ccc1. The result is 0 (inactive). (4) The compound is OC1=C(C(N(Cc2occc2)C1=O)c1cc(OC)ccc1)C(=O)C. The result is 0 (inactive). (5) The molecule is O=C(N1CCCC1)c1ccc(NC(=O)Cc2c(OC)cccc2)cc1. The result is 0 (inactive). (6) The drug is s1c(NC(=O)c2nn(CCC)c(=O)c3c2cccc3)nnc1CC. The result is 0 (inactive). (7) The compound is OC(CNC(C)(C)C)Cn1c2c(c(c1)C=O)cccc2. The result is 1 (active). (8) The compound is O=C(N(CC)CC)C1CN(CCC1)Cc1cc2c(cc1)cccc2. The result is 0 (inactive). (9) The molecule is Oc1c(C(NC(=O)C(C)C)c2cc([N+]([O-])=O)ccc2)ccc2c1nccc2. The result is 0 (inactive).